Dataset: Full USPTO retrosynthesis dataset with 1.9M reactions from patents (1976-2016). Task: Predict the reactants needed to synthesize the given product. (1) Given the product [C:5]1([C:11]2[NH:12][C:13]3[CH:19]=[C:18]([S:20]([Cl:3])(=[O:23])=[O:21])[CH:17]=[CH:16][C:14]=3[N:15]=2)[CH:10]=[CH:9][CH:8]=[CH:7][CH:6]=1, predict the reactants needed to synthesize it. The reactants are: S(Cl)([Cl:3])=O.[C:5]1([C:11]2[NH:12][C:13]3[CH:19]=[C:18]([S:20]([OH:23])(=O)=[O:21])[CH:17]=[CH:16][C:14]=3[N:15]=2)[CH:10]=[CH:9][CH:8]=[CH:7][CH:6]=1. (2) Given the product [CH3:1][O:2][C:3]1[CH:4]=[C:5]2[C:9](=[CH:10][CH:11]=1)[NH:8][C:7]([CH3:12])=[C:6]2[C:19]([C:16]1[CH:17]=[CH:18][C:13]([CH3:22])=[CH:14][CH:15]=1)=[O:20], predict the reactants needed to synthesize it. The reactants are: [CH3:1][O:2][C:3]1[CH:4]=[C:5]2[C:9](=[CH:10][CH:11]=1)[NH:8][C:7]([CH3:12])=[CH:6]2.[C:13]1([CH3:22])[CH:18]=[CH:17][C:16]([C:19](Cl)=[O:20])=[CH:15][CH:14]=1.[Cl-].[Cl-].[NH4+]. (3) Given the product [C:1]([O:4][C@@H:5]1[CH2:9][C:8](=[O:10])[N:7]([C@@H:11]2[CH2:16][CH2:15][CH2:14][CH2:13][C@H:12]2[O:17][CH2:36][CH2:35][C:29]2[CH:30]=[CH:31][C:32]([O:33][CH3:34])=[C:27]([O:26][CH2:19][C:20]3[CH:25]=[CH:24][CH:23]=[CH:22][CH:21]=3)[CH:28]=2)[C:6]1=[O:18])(=[O:3])[CH3:2], predict the reactants needed to synthesize it. The reactants are: [C:1]([O:4][C@@H:5]1[CH2:9][C:8](=[O:10])[N:7]([C@@H:11]2[CH2:16][CH2:15][CH2:14][CH2:13][C@H:12]2[OH:17])[C:6]1=[O:18])(=[O:3])[CH3:2].[CH2:19]([O:26][C:27]1[CH:28]=[C:29]([CH2:35][CH2:36]OC(=N)C(Cl)(Cl)Cl)[CH:30]=[CH:31][C:32]=1[O:33][CH3:34])[C:20]1[CH:25]=[CH:24][CH:23]=[CH:22][CH:21]=1.